From a dataset of Reaction yield outcomes from USPTO patents with 853,638 reactions. Predict the reaction yield, written as a fraction of the theoretical maximum amount of product (1.0 means a 100% yield; for example, 0.34 means a 34% yield). (1) The reactants are [OH:1][CH:2]1[CH2:7][CH2:6][CH2:5][N:4]([C:8]2[N:9]=[C:10]3[CH:27]=[C:26](/[CH:28]=[CH:29]/[C:30]4[S:31][CH:32]=[C:33]([CH:35]([CH3:37])[CH3:36])[N:34]=4)[CH:25]=[CH:24][N:11]3[C:12](=[O:23])[C:13]=2/[CH:14]=[CH:15]/[C:16]([O:18]C(C)(C)C)=[O:17])[CH2:3]1.Cl. The catalyst is O1CCOCC1. The product is [OH:1][CH:2]1[CH2:7][CH2:6][CH2:5][N:4]([C:8]2[N:9]=[C:10]3[CH:27]=[C:26](/[CH:28]=[CH:29]/[C:30]4[S:31][CH:32]=[C:33]([CH:35]([CH3:37])[CH3:36])[N:34]=4)[CH:25]=[CH:24][N:11]3[C:12](=[O:23])[C:13]=2/[CH:14]=[CH:15]/[C:16]([OH:18])=[O:17])[CH2:3]1. The yield is 0.490. (2) The reactants are [C:1]([N:5]1[CH2:10][CH2:9][NH:8][CH2:7][CH2:6]1)([CH3:4])([CH3:3])[CH3:2].F[C:12]1[C:19]([F:20])=[CH:18][C:17]([F:21])=[CH:16][C:13]=1[CH:14]=[O:15].O.C(OCC)(=O)C. The catalyst is O1CCOCC1. The product is [C:1]([N:5]1[CH2:10][CH2:9][N:8]([C:12]2[C:19]([F:20])=[CH:18][C:17]([F:21])=[CH:16][C:13]=2[CH:14]=[O:15])[CH2:7][CH2:6]1)([CH3:4])([CH3:3])[CH3:2]. The yield is 0.210. (3) The catalyst is C1COCC1. The reactants are [F:1][C:2]1[C:7]([CH3:8])=[CH:6][CH:5]=[CH:4][C:3]=1[CH2:9][N:10]1[C:14]2[CH:15]=[C:16]([N:23]3[CH2:28][CH2:27][O:26][CH2:25][CH2:24]3)[CH:17]=[C:18]([C:19]([O:21]C)=[O:20])[C:13]=2[N:12]=[C:11]1[CH3:29].[Li+].[OH-]. The product is [F:1][C:2]1[C:7]([CH3:8])=[CH:6][CH:5]=[CH:4][C:3]=1[CH2:9][N:10]1[C:14]2[CH:15]=[C:16]([N:23]3[CH2:28][CH2:27][O:26][CH2:25][CH2:24]3)[CH:17]=[C:18]([C:19]([OH:21])=[O:20])[C:13]=2[N:12]=[C:11]1[CH3:29]. The yield is 0.700. (4) The reactants are [NH2:1][C:2]1[C:11]2[CH:10]=[CH:9][C:8]([F:12])=[C:7](I)[C:6]=2[N:5]=[C:4]2[CH2:14][N:15]([CH:18]3[CH2:20][CH2:19]3)[C:16](=[O:17])[C:3]=12.[CH3:21][O:22][C:23]1[CH:28]=[CH:27][C:26]([O:29][CH3:30])=[CH:25][C:24]=1B(O)O. No catalyst specified. The product is [NH2:1][C:2]1[C:11]2[CH:10]=[CH:9][C:8]([F:12])=[C:7]([C:27]3[CH:28]=[C:23]([O:22][CH3:21])[CH:24]=[CH:25][C:26]=3[O:29][CH3:30])[C:6]=2[N:5]=[C:4]2[CH2:14][N:15]([CH:18]3[CH2:20][CH2:19]3)[C:16](=[O:17])[C:3]=12. The yield is 0.410. (5) The reactants are [C:1]([O:5][C:6]([NH:8][C@@H:9]([C:11]1[CH:20]=[CH:19][C:18]2[C:13](=[CH:14][C:15](/[CH:21]=[CH:22]/[C@:23]([CH2:28][O:29][CH3:30])([CH3:27])[C:24]([OH:26])=[O:25])=[CH:16][CH:17]=2)[N:12]=1)[CH3:10])=[O:7])([CH3:4])([CH3:3])[CH3:2].[Cl:31][C:32]([Cl:56])([Cl:55])[CH2:33][O:34][C:35]([C@@H:37]1[CH2:42][CH2:41][CH2:40][N:39]([C:43](=[O:54])[C@@H:44]([NH:46][C:47](=[O:53])[C@@H:48](O)[CH:49]([CH3:51])[CH3:50])[CH3:45])[NH:38]1)=[O:36].C(N(CC)C(C)C)(C)C.CC1C=CC=C([N+]([O-])=O)C=1C(OC(=O)C1C([N+]([O-])=O)=CC=CC=1C)=O.C(=O)([O-])O.[Na+]. The catalyst is ClCCl.CN(C)C1C=CN=CC=1. The product is [Cl:55][C:32]([Cl:31])([Cl:56])[CH2:33][O:34][C:35]([C@@H:37]1[CH2:42][CH2:41][CH2:40][N:39]([C:43](=[O:54])[C@@H:44]([NH:46][C:47](=[O:53])[C@@H:48]([O:25][C:24](=[O:26])[C@@:23]([CH2:28][O:29][CH3:30])([CH3:27])/[CH:22]=[CH:21]/[C:15]2[CH:14]=[C:13]3[C:18]([CH:19]=[CH:20][C:11]([C@H:9]([NH:8][C:6]([O:5][C:1]([CH3:3])([CH3:4])[CH3:2])=[O:7])[CH3:10])=[N:12]3)=[CH:17][CH:16]=2)[CH:49]([CH3:50])[CH3:51])[CH3:45])[NH:38]1)=[O:36]. The yield is 0.780. (6) The reactants are [OH:1][C@H:2]1[CH2:6][N:5]([C:7]([O:9][C:10]([CH3:13])([CH3:12])[CH3:11])=[O:8])[C@H:4]([C:14]([O:16][CH3:17])=[O:15])[CH2:3]1.[C:18](C1NC=CN=1)(C1NC=CN=1)=[O:19].[Br:30][C:31]1[C:32]2[C:36]([CH:37]=[CH:38][CH:39]=1)=[CH:35][NH:34][CH:33]=2. The catalyst is CN(C)C(=O)C. The product is [Br:30][C:31]1[CH:39]=[CH:38][CH:37]=[C:36]2[C:32]=1[CH2:33][N:34]([C:18]([O:1][CH:2]1[CH2:6][N:5]([C:7]([O:9][C:10]([CH3:11])([CH3:12])[CH3:13])=[O:8])[CH:4]([C:14]([O:16][CH3:17])=[O:15])[CH2:3]1)=[O:19])[CH2:35]2. The yield is 0.790. (7) The reactants are C(N(CC)CC)C.CN(C1C=CC=CN=1)C.[CH:17]1([C:20](Cl)=[O:21])[CH2:19][CH2:18]1.[NH2:23][C:24]1[CH:25]=[C:26]2[C:30](=[CH:31][CH:32]=1)[N:29]([CH2:33][C:34]1[CH:39]=[CH:38][CH:37]=[C:36]([O:40][CH3:41])[CH:35]=1)[C:28]([C:42]([O:44][CH2:45]C)=[O:43])=[C:27]2[C:47]1[CH:52]=[CH:51][C:50]([C:53]([CH3:56])([CH3:55])[CH3:54])=[CH:49][CH:48]=1. The catalyst is ClCCl. The product is [C:53]([C:50]1[CH:49]=[CH:48][C:47]([C:27]2[C:26]3[C:30](=[CH:31][CH:32]=[C:24]([NH:23][C:20]([CH:17]4[CH2:19][CH2:18]4)=[O:21])[CH:25]=3)[N:29]([CH2:33][C:34]3[CH:39]=[CH:38][CH:37]=[C:36]([O:40][CH3:41])[CH:35]=3)[C:28]=2[C:42]([O:44][CH3:45])=[O:43])=[CH:52][CH:51]=1)([CH3:56])([CH3:54])[CH3:55]. The yield is 0.370. (8) The reactants are [O:1]1[CH2:6][CH2:5][CH:4]([NH2:7])[CH2:3][CH2:2]1.[Br:8][C:9]1[CH:14]=[CH:13][C:12]([CH2:15][C:16](O)=[O:17])=[CH:11][CH:10]=1. No catalyst specified. The product is [Br:8][C:9]1[CH:14]=[CH:13][C:12]([CH2:15][C:16]([NH:7][CH:4]2[CH2:5][CH2:6][O:1][CH2:2][CH2:3]2)=[O:17])=[CH:11][CH:10]=1. The yield is 1.00. (9) The reactants are Br[C:2]1[N:7]=[C:6]([O:8][CH3:9])[C:5]([NH2:10])=[CH:4][CH:3]=1.[CH3:11][PH:12](=[O:14])[CH3:13].CC1(C)C2C(=C(P(C3C=CC=CC=3)C3C=CC=CC=3)C=CC=2)OC2C(P(C3C=CC=CC=3)C3C=CC=CC=3)=CC=CC1=2.P([O-])([O-])([O-])=O.[K+].[K+].[K+]. The catalyst is CN(C=O)C.C([O-])(=O)C.[Pd+2].C([O-])(=O)C. The product is [CH3:11][P:12]([C:2]1[N:7]=[C:6]([O:8][CH3:9])[C:5]([NH2:10])=[CH:4][CH:3]=1)([CH3:13])=[O:14]. The yield is 0.390. (10) The reactants are [Cl:1][C:2]1[C:7]2[C:8](=[O:22])[N:9]([CH2:11][C:12]3[CH:17]=[CH:16][C:15]([O:18][CH3:19])=[CH:14][C:13]=3[O:20][CH3:21])[CH2:10][C:6]=2[C:5]([F:23])=[C:4](Cl)[N:3]=1.[NH2:25][C@H:26]1[CH2:31][CH2:30][CH2:29][CH2:28][C@H:27]1[NH:32][C:33](=[O:39])[O:34][C:35]([CH3:38])([CH3:37])[CH3:36].CCN(C(C)C)C(C)C. The catalyst is C(#N)C.CO. The yield is 0.340. The product is [Cl:1][C:2]1[C:7]2[C:8](=[O:22])[N:9]([CH2:11][C:12]3[CH:17]=[CH:16][C:15]([O:18][CH3:19])=[CH:14][C:13]=3[O:20][CH3:21])[CH2:10][C:6]=2[C:5]([F:23])=[C:4]([NH:25][C@H:26]2[CH2:31][CH2:30][CH2:29][CH2:28][C@H:27]2[NH:32][C:33](=[O:39])[O:34][C:35]([CH3:37])([CH3:36])[CH3:38])[N:3]=1.